From a dataset of Full USPTO retrosynthesis dataset with 1.9M reactions from patents (1976-2016). Predict the reactants needed to synthesize the given product. Given the product [ClH:1].[NH2:29][C:26]1[CH:27]=[CH:28][C:23]([O:22][C:20]2[CH:19]=[CH:18][N:17]=[C:16]([NH:15][CH2:8][C:9]3[CH:14]=[CH:13][CH:12]=[CH:11][CH:10]=3)[CH:21]=2)=[C:24]([F:37])[CH:25]=1, predict the reactants needed to synthesize it. The reactants are: [ClH:1].O1CCOCC1.[CH2:8]([NH:15][C:16]1[CH:21]=[C:20]([O:22][C:23]2[CH:28]=[CH:27][C:26]([NH:29]C(=O)OC(C)(C)C)=[CH:25][C:24]=2[F:37])[CH:19]=[CH:18][N:17]=1)[C:9]1[CH:14]=[CH:13][CH:12]=[CH:11][CH:10]=1.